From a dataset of Catalyst prediction with 721,799 reactions and 888 catalyst types from USPTO. Predict which catalyst facilitates the given reaction. (1) Reactant: C[O:2][C:3](=[O:40])[CH:4]([NH:14][C:15]([C:17]1[N:18]=[C:19]([C:30]2[CH:35]=[CH:34][C:33]([C:36]([F:39])([F:38])[F:37])=[CH:32][CH:31]=2)[O:20][C:21]=1[C:22]1[CH:27]=[CH:26][C:25]([C:28]#[N:29])=[CH:24][CH:23]=1)=[O:16])[CH2:5][S:6][CH2:7][C:8]1[CH:13]=[CH:12][CH:11]=[CH:10][CH:9]=1.[OH-].[Li+]. Product: [CH2:7]([S:6][CH2:5][C@H:4]([NH:14][C:15]([C:17]1[N:18]=[C:19]([C:30]2[CH:35]=[CH:34][C:33]([C:36]([F:37])([F:38])[F:39])=[CH:32][CH:31]=2)[O:20][C:21]=1[C:22]1[CH:27]=[CH:26][C:25]([C:28]#[N:29])=[CH:24][CH:23]=1)=[O:16])[C:3]([OH:40])=[O:2])[C:8]1[CH:13]=[CH:12][CH:11]=[CH:10][CH:9]=1. The catalyst class is: 1. (2) Reactant: [Br:1][CH2:2][C:3]1[CH:13]=[CH:12][C:6]([C:7]([N:9]=[C:10]=[O:11])=O)=[CH:5][CH:4]=1.[Cl:14][C:15]1[CH:20]=[CH:19][C:18]([CH2:21][NH:22][C:23](=[O:28])[C:24]([CH3:27])([CH3:26])[CH3:25])=[CH:17][C:16]=1[NH:29][NH:30]C(OC(C)(C)C)=O.FC(F)(F)C(O)=O. Product: [Br:1][CH2:2][C:3]1[CH:13]=[CH:12][C:6]([C:7]2[NH:9][C:10](=[O:11])[N:29]([C:16]3[CH:17]=[C:18]([CH:19]=[CH:20][C:15]=3[Cl:14])[CH2:21][NH:22][C:23](=[O:28])[C:24]([CH3:27])([CH3:26])[CH3:25])[N:30]=2)=[CH:5][CH:4]=1. The catalyst class is: 2. (3) Reactant: [CH3:1][C:2]([C:8]1[CH:13]=[CH:12][CH:11]=[CH:10][N:9]=1)([CH3:7])[C:3]([O:5]C)=[O:4].[OH-].[Na+]. Product: [CH3:7][C:2]([C:8]1[CH:13]=[CH:12][CH:11]=[CH:10][N:9]=1)([CH3:1])[C:3]([OH:5])=[O:4]. The catalyst class is: 5. (4) Reactant: [NH2:1][C:2]([CH3:8])([CH3:7])[C:3]([CH3:6])([OH:5])[CH3:4].[Cl:9][C:10]1[C:17]([C:18]#[C:19][Si](C)(C)C)=[C:16](F)[CH:15]=[CH:14][C:11]=1[C:12]#[N:13].C([O-])([O-])=O.[K+].[K+].CN1C(=O)CCC1. Product: [Cl:9][C:10]1[C:11]([C:12]#[N:13])=[CH:14][CH:15]=[C:16]2[C:17]=1[CH:18]=[CH:19][N:1]2[C:2]([CH3:8])([C:3]([OH:5])([CH3:6])[CH3:4])[CH3:7]. The catalyst class is: 238. (5) Reactant: [Cl:1][C:2]1[N:10]([C:11]2[CH:16]=[CH:15][CH:14]=[CH:13][CH:12]=2)[C:9]2[C:4](=[N:5][CH:6]=[CH:7][CH:8]=2)[C:3]=1[C:17]([OH:19])=O.CN1CCOCC1.F[B-](F)(F)F.C(C(=NOC(N(C)C)=[N+](C)C)C(OCC)=O)#N.[N:49]1([C:55]([O:57][C:58]([CH3:61])([CH3:60])[CH3:59])=[O:56])[CH2:54][CH2:53][NH:52][CH2:51][CH2:50]1. Product: [C:58]([O:57][C:55]([N:49]1[CH2:54][CH2:53][N:52]([C:17]([C:3]2[C:4]3=[N:5][CH:6]=[CH:7][CH:8]=[C:9]3[N:10]([C:11]3[CH:12]=[CH:13][CH:14]=[CH:15][CH:16]=3)[C:2]=2[Cl:1])=[O:19])[CH2:51][CH2:50]1)=[O:56])([CH3:61])([CH3:59])[CH3:60]. The catalyst class is: 3.